Predict the reactants needed to synthesize the given product. From a dataset of Full USPTO retrosynthesis dataset with 1.9M reactions from patents (1976-2016). (1) Given the product [NH2:1][C:2]1[CH:9]=[C:8]([O:13][CH2:12][CH3:11])[C:5]([C:6]#[N:7])=[CH:4][N:3]=1, predict the reactants needed to synthesize it. The reactants are: [NH2:1][C:2]1[CH:9]=[C:8](Cl)[C:5]([C:6]#[N:7])=[CH:4][N:3]=1.[CH3:11][CH2:12][OH:13].CN1C(=O)CCC1.[H-].[Na+]. (2) Given the product [NH2:7][C:10]1[CH:27]=[CH:26][CH:25]=[CH:24][C:11]=1[O:12][C:13]1[C:14]2[C:21]([CH3:22])=[C:20]([CH3:23])[NH:19][C:15]=2[N:16]=[CH:17][N:18]=1, predict the reactants needed to synthesize it. The reactants are: [Cl-].[NH4+].C(O)C.O.[N+:7]([C:10]1[CH:27]=[CH:26][CH:25]=[CH:24][C:11]=1[O:12][C:13]1[C:14]2[C:21]([CH3:22])=[C:20]([CH3:23])[NH:19][C:15]=2[N:16]=[CH:17][N:18]=1)([O-])=O. (3) Given the product [NH2:1][C:2]1[N:7]=[CH:6][N:5]=[C:4]2[N:8]([C@H:22]([C:24]3[O:25][C:26]4[C:31]([C:32](=[O:41])[C:33]=3[C:34]3[CH:39]=[CH:38][CH:37]=[C:36]([F:40])[CH:35]=3)=[C:30]([F:42])[CH:29]=[CH:28][CH:27]=4)[CH3:23])[N:9]=[C:10]([C:11]3[CH:16]=[CH:15][C:14]([O:17][CH3:18])=[C:13]([NH2:19])[CH:12]=3)[C:3]=12, predict the reactants needed to synthesize it. The reactants are: [NH2:1][C:2]1[N:7]=[CH:6][N:5]=[C:4]2[N:8]([C@H:22]([C:24]3[O:25][C:26]4[C:31]([C:32](=[O:41])[C:33]=3[C:34]3[CH:39]=[CH:38][CH:37]=[C:36]([F:40])[CH:35]=3)=[C:30]([F:42])[CH:29]=[CH:28][CH:27]=4)[CH3:23])[N:9]=[C:10]([C:11]3[CH:16]=[CH:15][C:14]([O:17][CH3:18])=[C:13]([N+:19]([O-])=O)[CH:12]=3)[C:3]=12. (4) Given the product [F:1][C:2]1[CH:10]=[C:9]2[C:5]([CH:6]=[C:7]([C:11]3[CH:16]=[CH:15][CH:14]=[CH:13][CH:12]=3)[N:8]2[CH2:22][C:23]2[S:24][CH:25]=[C:26]([C:28]([O:30][CH2:31][CH3:32])=[O:29])[N:27]=2)=[CH:4][C:3]=1[O:17][CH3:18], predict the reactants needed to synthesize it. The reactants are: [F:1][C:2]1[CH:10]=[C:9]2[C:5]([CH:6]=[C:7]([C:11]3[CH:16]=[CH:15][CH:14]=[CH:13][CH:12]=3)[NH:8]2)=[CH:4][C:3]=1[O:17][CH3:18].[H-].[Na+].Br[CH2:22][C:23]1[S:24][CH:25]=[C:26]([C:28]([O:30][CH2:31][CH3:32])=[O:29])[N:27]=1.[Cl-].[NH4+]. (5) Given the product [NH2:1][C:2]1[C:3]([C:21]2[CH:26]=[CH:25][C:24]([C:27]([OH:29])=[O:28])=[C:23]([F:34])[CH:22]=2)=[CH:4][C:5]([C:8]2[CH2:12][NH:11][C:10](=[O:20])[CH:9]=2)=[CH:6][N:7]=1, predict the reactants needed to synthesize it. The reactants are: [NH2:1][C:2]1[N:7]=[CH:6][C:5]([C:8]2[CH2:12][N:11](C(OC(C)(C)C)=O)[C:10](=[O:20])[CH:9]=2)=[CH:4][C:3]=1[C:21]1[CH:26]=[CH:25][C:24]([C:27]([O:29]C(C)(C)C)=[O:28])=[C:23]([F:34])[CH:22]=1.C(O)(C(F)(F)F)=O. (6) Given the product [C:39]([O:43][C:44]([N:46]1[CH2:51][CH2:50][N:49]([C:52]2[CH:57]=[CH:56][C:55]([C:58](=[O:73])[NH:59][C:60]3[C:61]([Cl:72])=[CH:62][C:63]([C:26]4[CH:27]=[CH:28][C:23]([C:21]5[N:22]=[C:18]([C@@H:12]6[CH2:13][C@H:14]([O:16][CH3:17])[CH2:15][N:11]6[C:9](=[O:10])[C@@H:5]([NH:4][C:3]([O:2][CH3:1])=[O:38])[CH:6]([CH3:7])[CH3:8])[NH:19][CH:20]=5)=[CH:24][CH:25]=4)=[C:64]([O:66][C:67]([F:70])([F:69])[F:68])[CH:65]=3)=[CH:54][N:53]=2)[C@H:48]([CH3:74])[CH2:47]1)=[O:45])([CH3:42])([CH3:40])[CH3:41], predict the reactants needed to synthesize it. The reactants are: [CH3:1][O:2][C:3](=[O:38])[NH:4][C@H:5]([C:9]([N:11]1[CH2:15][C@@H:14]([O:16][CH3:17])[CH2:13][C@H:12]1[C:18]1[NH:19][CH:20]=[C:21]([C:23]2[CH:28]=[CH:27][C:26](B3OC(C)(C)C(C)(C)O3)=[CH:25][CH:24]=2)[N:22]=1)=[O:10])[CH:6]([CH3:8])[CH3:7].[C:39]([O:43][C:44]([N:46]1[CH2:51][CH2:50][N:49]([C:52]2[CH:57]=[CH:56][C:55]([C:58](=[O:73])[NH:59][C:60]3[CH:65]=[C:64]([O:66][C:67]([F:70])([F:69])[F:68])[C:63](Br)=[CH:62][C:61]=3[Cl:72])=[CH:54][N:53]=2)[C@H:48]([CH3:74])[CH2:47]1)=[O:45])([CH3:42])([CH3:41])[CH3:40].O.C(=O)([O-])[O-].[K+].[K+]. (7) Given the product [ClH:25].[ClH:25].[Cl:25][C:22]1[CH:23]=[CH:24][C:19]([C:17]([NH:16][C:11]2([C:14]#[N:15])[CH2:10][CH2:9][NH:8][CH2:13][CH2:12]2)=[O:18])=[CH:20][N:21]=1, predict the reactants needed to synthesize it. The reactants are: C(OC([N:8]1[CH2:13][CH2:12][C:11]([NH:16][C:17]([C:19]2[CH:20]=[N:21][C:22]([Cl:25])=[CH:23][CH:24]=2)=[O:18])([C:14]#[N:15])[CH2:10][CH2:9]1)=O)(C)(C)C.